Dataset: NCI-60 drug combinations with 297,098 pairs across 59 cell lines. Task: Regression. Given two drug SMILES strings and cell line genomic features, predict the synergy score measuring deviation from expected non-interaction effect. (1) Drug 1: C1=NC2=C(N=C(N=C2N1C3C(C(C(O3)CO)O)O)F)N. Drug 2: CS(=O)(=O)OCCCCOS(=O)(=O)C. Cell line: UACC-257. Synergy scores: CSS=-0.611, Synergy_ZIP=-0.180, Synergy_Bliss=-0.0493, Synergy_Loewe=-0.974, Synergy_HSA=-0.873. (2) Drug 1: CCC1(CC2CC(C3=C(CCN(C2)C1)C4=CC=CC=C4N3)(C5=C(C=C6C(=C5)C78CCN9C7C(C=CC9)(C(C(C8N6C=O)(C(=O)OC)O)OC(=O)C)CC)OC)C(=O)OC)O.OS(=O)(=O)O. Drug 2: CCCCC(=O)OCC(=O)C1(CC(C2=C(C1)C(=C3C(=C2O)C(=O)C4=C(C3=O)C=CC=C4OC)O)OC5CC(C(C(O5)C)O)NC(=O)C(F)(F)F)O. Cell line: NCI-H522. Synergy scores: CSS=48.1, Synergy_ZIP=0.447, Synergy_Bliss=-0.340, Synergy_Loewe=-4.02, Synergy_HSA=0.528. (3) Drug 1: CCC1(CC2CC(C3=C(CCN(C2)C1)C4=CC=CC=C4N3)(C5=C(C=C6C(=C5)C78CCN9C7C(C=CC9)(C(C(C8N6C=O)(C(=O)OC)O)OC(=O)C)CC)OC)C(=O)OC)O.OS(=O)(=O)O. Drug 2: CN1C(=O)N2C=NC(=C2N=N1)C(=O)N. Cell line: SF-539. Synergy scores: CSS=28.9, Synergy_ZIP=-2.69, Synergy_Bliss=-0.182, Synergy_Loewe=-48.6, Synergy_HSA=-2.71. (4) Drug 1: CC12CCC3C(C1CCC2O)C(CC4=C3C=CC(=C4)O)CCCCCCCCCS(=O)CCCC(C(F)(F)F)(F)F. Drug 2: CCC1(C2=C(COC1=O)C(=O)N3CC4=CC5=C(C=CC(=C5CN(C)C)O)N=C4C3=C2)O.Cl. Cell line: A498. Synergy scores: CSS=14.2, Synergy_ZIP=-3.93, Synergy_Bliss=-0.843, Synergy_Loewe=-7.17, Synergy_HSA=0.0345. (5) Drug 1: CC12CCC3C(C1CCC2=O)CC(=C)C4=CC(=O)C=CC34C. Drug 2: C1=CC(=CC=C1CCC2=CNC3=C2C(=O)NC(=N3)N)C(=O)NC(CCC(=O)O)C(=O)O. Cell line: COLO 205. Synergy scores: CSS=56.0, Synergy_ZIP=0.359, Synergy_Bliss=-1.65, Synergy_Loewe=-0.392, Synergy_HSA=-0.132.